This data is from Reaction yield outcomes from USPTO patents with 853,638 reactions. The task is: Predict the reaction yield, written as a fraction of the theoretical maximum amount of product (1.0 means a 100% yield; for example, 0.34 means a 34% yield). (1) The reactants are [Cl:1][C:2]1[CH:7]=[C:6]([OH:8])[CH:5]=[CH:4][N:3]=1.Br.Br[CH2:11][C:12]1[CH:13]=[N:14][CH:15]=[CH:16][CH:17]=1.[OH-].[Na+]. The catalyst is [Br-].C([N+](CCCC)(CCCC)CCCC)CCC.C1(C)C=CC=CC=1.CCOC(C)=O. The product is [Cl:1][C:2]1[CH:7]=[C:6]([O:8][CH2:11][C:12]2[CH:13]=[N:14][CH:15]=[CH:16][CH:17]=2)[CH:5]=[CH:4][N:3]=1. The yield is 0.730. (2) The reactants are [NH2:1][CH2:2][CH2:3][C:4]1[CH:9]=[CH:8][N:7]=[CH:6][CH:5]=1.[C:10](O[C:10]([O:12][C:13]([CH3:16])([CH3:15])[CH3:14])=[O:11])([O:12][C:13]([CH3:16])([CH3:15])[CH3:14])=[O:11]. The catalyst is O1CCCC1. The product is [N:7]1[CH:8]=[CH:9][C:4]([CH2:3][CH2:2][NH:1][C:10](=[O:11])[O:12][C:13]([CH3:16])([CH3:15])[CH3:14])=[CH:5][CH:6]=1. The yield is 0.810. (3) The reactants are [H-].[Na+].[C:3]([O:11][CH2:12][CH3:13])(=[O:10])[CH2:4][C:5]([O:7][CH2:8][CH3:9])=[O:6].Br[CH2:15][C:16]1[CH:21]=[CH:20][C:19]([C:22]2[C:23]([C:28]#[N:29])=[CH:24][CH:25]=[CH:26][CH:27]=2)=[CH:18][CH:17]=1. The catalyst is O1CCCC1. The product is [C:28]([C:23]1[CH:24]=[CH:25][CH:26]=[CH:27][C:22]=1[C:19]1[CH:18]=[CH:17][C:16]([CH2:15][CH:4]([C:5]([O:7][CH2:8][CH3:9])=[O:6])[C:3]([O:11][CH2:12][CH3:13])=[O:10])=[CH:21][CH:20]=1)#[N:29]. The yield is 0.950. (4) The reactants are Br[C:2]1[C:31]2=[N:32][C:28]3=[CH:29][N:30]2[C:5]([N:6]2[CH2:37][CH2:36][C:9]([CH3:38])([O:10][CH2:11][CH2:12][CH2:13][CH2:14][C@H:15]([CH3:35])[O:16][C:17]4[CH:18]=[CH:19][C:20]([F:34])=[CH:21][C:22]=4[C:23]4[CH:33]=[C:27]3[CH:26]=[CH:25][CH:24]=4)[CH2:8][CH2:7]2)=[C:4]([C@H:39]([O:44][C:45]([CH3:48])([CH3:47])[CH3:46])[C:40]([O:42][CH3:43])=[O:41])[C:3]=1[CH3:49].[C:50](O[C@@H](C1C(C)=C(C=C)C2=NC3=CN2C=1N1CCC(C)(OCCCC[C@H](C)OC2C=CC(F)=CC=2C2C=C3C=CC=2)CC1)C(OC)=O)(C)([CH3:52])[CH3:51]. No catalyst specified. The product is [C:45]([O:44][C@@H:39]([C:4]1[C:3]([CH3:49])=[C:2]([C:50]([CH3:52])=[CH2:51])[C:31]2=[N:32][C:28]3=[CH:29][N:30]2[C:5]=1[N:6]1[CH2:37][CH2:36][C:9]([CH3:38])([O:10][CH2:11][CH2:12][CH2:13][CH2:14][C@H:15]([CH3:35])[O:16][C:17]2[CH:18]=[CH:19][C:20]([F:34])=[CH:21][C:22]=2[C:23]2[CH:33]=[C:27]3[CH:26]=[CH:25][CH:24]=2)[CH2:8][CH2:7]1)[C:40]([O:42][CH3:43])=[O:41])([CH3:47])([CH3:48])[CH3:46]. The yield is 0.800. (5) The reactants are [CH3:1][N:2]([CH3:22])[C:3]([CH2:5][CH2:6][CH2:7][C:8]#[C:9][C:10]1[CH:11]=[C:12]([CH:19]=[CH:20][CH:21]=1)[C:13]([NH:15][CH2:16][CH2:17][F:18])=[O:14])=[O:4]. The yield is 0.400. The catalyst is [Ni]. The product is [CH3:22][N:2]([CH3:1])[C:3]([CH2:5][CH2:6][CH2:7][CH:8]=[CH:9][C:10]1[CH:11]=[C:12]([CH:19]=[CH:20][CH:21]=1)[C:13]([NH:15][CH2:16][CH2:17][F:18])=[O:14])=[O:4]. (6) The reactants are [Cl-].O[NH3+:3].[C:4](=[O:7])([O-])[OH:5].[Na+].CS(C)=O.[CH2:13]([C:17]1[N:18]=[C:19]([CH3:48])[N:20]([CH2:39][C:40]2[CH:45]=[CH:44][C:43]([F:46])=[CH:42][C:41]=2[F:47])[C:21](=[O:38])[C:22]=1[CH2:23][C:24]1[CH:29]=[CH:28][C:27]([C:30]2[C:31]([C:36]#[N:37])=[CH:32][CH:33]=[CH:34][CH:35]=2)=[CH:26][CH:25]=1)[CH2:14][CH2:15][CH3:16]. The catalyst is C(OCC)(=O)C. The product is [CH2:13]([C:17]1[N:18]=[C:19]([CH3:48])[N:20]([CH2:39][C:40]2[CH:45]=[CH:44][C:43]([F:46])=[CH:42][C:41]=2[F:47])[C:21](=[O:38])[C:22]=1[CH2:23][C:24]1[CH:25]=[CH:26][C:27]([C:30]2[CH:35]=[CH:34][CH:33]=[CH:32][C:31]=2[C:36]2[NH:3][C:4](=[O:7])[O:5][N:37]=2)=[CH:28][CH:29]=1)[CH2:14][CH2:15][CH3:16]. The yield is 0.930. (7) The reactants are [F:1][C:2]1[CH:7]=[CH:6][CH:5]=[CH:4][C:3]=1[OH:8].[H-].[Na+].[C:11]([O:15][C:16]([N:18]1[CH2:31][CH2:30][C:21]2([CH2:24][CH:23](OS(C)(=O)=O)[CH2:22]2)[CH2:20][CH2:19]1)=[O:17])([CH3:14])([CH3:13])[CH3:12].O. The catalyst is CN(C)C=O. The product is [C:11]([O:15][C:16]([N:18]1[CH2:31][CH2:30][C:21]2([CH2:22][CH:23]([O:8][C:3]3[CH:4]=[CH:5][CH:6]=[CH:7][C:2]=3[F:1])[CH2:24]2)[CH2:20][CH2:19]1)=[O:17])([CH3:14])([CH3:12])[CH3:13]. The yield is 1.00. (8) No catalyst specified. The reactants are F[C:2]1[CH:7]=[CH:6][C:5]([C:8]2[O:9][C:10]([C:13]3[C:14]([C:19]4[CH:24]=[CH:23][CH:22]=[CH:21][CH:20]=4)=[N:15][O:16][C:17]=3[CH3:18])=[N:11][N:12]=2)=[C:4]([O:25][CH3:26])[CH:3]=1.[OH:27][CH:28]1[CH2:33][CH2:32][NH:31][CH2:30][CH2:29]1. The yield is 0.790. The product is [CH3:26][O:25][C:4]1[CH:3]=[C:2]([N:31]2[CH2:32][CH2:33][CH:28]([OH:27])[CH2:29][CH2:30]2)[CH:7]=[CH:6][C:5]=1[C:8]1[O:9][C:10]([C:13]2[C:14]([C:19]3[CH:24]=[CH:23][CH:22]=[CH:21][CH:20]=3)=[N:15][O:16][C:17]=2[CH3:18])=[N:11][N:12]=1.